From a dataset of Forward reaction prediction with 1.9M reactions from USPTO patents (1976-2016). Predict the product of the given reaction. (1) Given the reactants [Br:1]Br.[C:3]([C:6]1[C:7](=[O:17])[O:8][C:9]2[C:14]([CH:15]=1)=[CH:13][CH:12]=[C:11]([Br:16])[CH:10]=2)(=[O:5])[CH3:4], predict the reaction product. The product is: [Br:16][C:11]1[CH:10]=[C:9]2[C:14]([CH:15]=[C:6]([C:3](=[O:5])[CH2:4][Br:1])[C:7](=[O:17])[O:8]2)=[CH:13][CH:12]=1. (2) Given the reactants Cl[C:2]1[C:7]([N+:8]([O-:10])=[O:9])=[CH:6][CH:5]=[CH:4][N:3]=1.[CH3:11][C:12]1([CH3:22])[CH2:16][C:15]2[CH:17]=[CH:18][CH:19]=[C:20]([OH:21])[C:14]=2[O:13]1.C(=O)([O-])[O-].[Cs+].[Cs+], predict the reaction product. The product is: [CH3:11][C:12]1([CH3:22])[CH2:16][C:15]2[CH:17]=[CH:18][CH:19]=[C:20]([O:21][C:2]3[C:7]([N+:8]([O-:10])=[O:9])=[CH:6][CH:5]=[CH:4][N:3]=3)[C:14]=2[O:13]1. (3) Given the reactants [CH3:1][O:2][C:3]1[CH:11]=[C:10]2[C:6]([CH2:7][C:8](=[O:12])[NH:9]2)=[CH:5][CH:4]=1.[CH:13]([C:15]1[NH:16][C:17]([CH3:29])=[C:18]([S:25]([CH3:28])(=[O:27])=[O:26])[C:19]=1[CH2:20][CH2:21][C:22]([OH:24])=[O:23])=O.N1CCCCC1, predict the reaction product. The product is: [CH3:28][S:25]([C:18]1[C:19]([CH2:20][CH2:21][C:22]([OH:24])=[O:23])=[C:15](/[CH:13]=[C:7]2\[C:8](=[O:12])[NH:9][C:10]3[C:6]\2=[CH:5][CH:4]=[C:3]([O:2][CH3:1])[CH:11]=3)[NH:16][C:17]=1[CH3:29])(=[O:27])=[O:26]. (4) Given the reactants Br[C:2]1[CH:10]=[C:9]2[C:5]([C:6]([F:22])([F:21])[C:7](=[O:20])[N:8]2[CH2:11][C:12]2[CH:17]=[CH:16][C:15]([O:18][CH3:19])=[CH:14][CH:13]=2)=[CH:4][CH:3]=1.CC(C1C=C(C(C)C)C(C2C=CC=CC=2P(C2CCCCC2)C2CCCCC2)=C(C(C)C)C=1)C.[Br-].[C:58]([O:62][C:63](=[O:66])[CH2:64][Zn+])([CH3:61])([CH3:60])[CH3:59], predict the reaction product. The product is: [F:21][C:6]1([F:22])[C:5]2[C:9](=[CH:10][C:2]([CH2:64][C:63]([O:62][C:58]([CH3:61])([CH3:60])[CH3:59])=[O:66])=[CH:3][CH:4]=2)[N:8]([CH2:11][C:12]2[CH:17]=[CH:16][C:15]([O:18][CH3:19])=[CH:14][CH:13]=2)[C:7]1=[O:20]. (5) Given the reactants [CH:1]12[CH2:10][C:5]3(O)[CH2:6][CH:7]([CH2:9][CH:3]([CH2:4]3)[NH:2]1)[CH2:8]2.[CH:12]([OH:14])=[O:13].OS(O)(=O)=O.O=S(=O)=O.[CH3:24]O, predict the reaction product. The product is: [CH:1]12[CH2:10][C:5]3([C:12]([O:14][CH3:24])=[O:13])[CH2:6][CH:7]([CH2:9][CH:3]([CH2:4]3)[NH:2]1)[CH2:8]2. (6) Given the reactants Cl[C:2]1[CH:26]=[CH:25][C:5]2[C:6](=[O:24])[C:7]3[CH:14]=[C:13]([O:15][CH2:16][CH2:17][N:18]4[CH2:23][CH2:22][O:21][CH2:20][CH2:19]4)[CH:12]=[CH:11][C:8]=3[CH2:9][CH2:10][C:4]=2[CH:3]=1.[C:27]1([NH2:34])[CH:32]=[CH:31][CH:30]=[CH:29][C:28]=1[NH2:33].C1(P(C2CCCCC2)C2C=CC=CC=2C2C(C(C)C)=CC(C(C)C)=CC=2C(C)C)CCCCC1.CC([O-])(C)C.[K+], predict the reaction product. The product is: [NH2:33][C:28]1[CH:29]=[CH:30][CH:31]=[CH:32][C:27]=1[NH:34][C:2]1[CH:26]=[CH:25][C:5]2[C:6](=[O:24])[C:7]3[CH:14]=[C:13]([O:15][CH2:16][CH2:17][N:18]4[CH2:23][CH2:22][O:21][CH2:20][CH2:19]4)[CH:12]=[CH:11][C:8]=3[CH2:9][CH2:10][C:4]=2[CH:3]=1. (7) Given the reactants C(OC(=O)[NH:7][C:8]1[N:17]([CH2:18][CH2:19][CH3:20])[CH2:16][C:15]2[C:10](=[CH:11][CH:12]=[C:13]([O:21][C:22]3[CH:27]=[CH:26][CH:25]=[C:24]([NH:28][CH2:29][C:30]4[C:35]([CH3:36])=[CH:34][C:33]([CH3:37])=[CH:32][C:31]=4[CH3:38])[CH:23]=3)[CH:14]=2)[N:9]=1)(C)(C)C, predict the reaction product. The product is: [CH2:18]([N:17]1[CH2:16][C:15]2[C:10](=[CH:11][CH:12]=[C:13]([O:21][C:22]3[CH:27]=[CH:26][CH:25]=[C:24]([NH:28][CH2:29][C:30]4[C:31]([CH3:38])=[CH:32][C:33]([CH3:37])=[CH:34][C:35]=4[CH3:36])[CH:23]=3)[CH:14]=2)[N:9]=[C:8]1[NH2:7])[CH2:19][CH3:20]. (8) Given the reactants [Cl:1][C:2]1[CH:3]=[C:4]([OH:9])[C:5](=[O:8])[NH:6][CH:7]=1.[Br:10]N1C(=O)CCC1=O, predict the reaction product. The product is: [Br:10][C:7]1[NH:6][C:5](=[O:8])[C:4]([OH:9])=[CH:3][C:2]=1[Cl:1]. (9) Given the reactants C(OC([N:8]([CH2:15][C:16]1[CH:21]=[CH:20][C:19]([O:22][CH3:23])=[CH:18][CH:17]=1)[CH2:9][CH2:10][CH2:11][C:12]([OH:14])=[O:13])=O)(C)(C)C.S(Cl)([Cl:26])=O.[CH3:28]O, predict the reaction product. The product is: [ClH:26].[CH3:23][O:22][C:19]1[CH:20]=[CH:21][C:16]([CH2:15][NH:8][CH2:9][CH2:10][CH2:11][C:12]([O:14][CH3:28])=[O:13])=[CH:17][CH:18]=1.